Task: Predict the product of the given reaction.. Dataset: Forward reaction prediction with 1.9M reactions from USPTO patents (1976-2016) Given the reactants [Cl:1][C:2]([Cl:7])([Cl:6])[CH:3](O)[OH:4].[C:8]1([CH3:17])[C:9]([C:14]([NH2:16])=[O:15])=[CH:10][CH:11]=[CH:12][CH:13]=1, predict the reaction product. The product is: [CH3:17][C:8]1[CH:13]=[CH:12][CH:11]=[CH:10][C:9]=1[C:14]([NH:16][CH:3]([OH:4])[C:2]([Cl:7])([Cl:6])[Cl:1])=[O:15].